Dataset: Forward reaction prediction with 1.9M reactions from USPTO patents (1976-2016). Task: Predict the product of the given reaction. (1) Given the reactants [Br:1][C:2]1[CH:3]=[C:4]([C:10]([C:12]2[C:16]3[CH:17]=[CH:18][CH:19]=[CH:20][C:15]=3[O:14][C:13]=2[CH2:21][CH3:22])=[O:11])[CH:5]=[C:6]([Br:9])[C:7]=1[OH:8].[C:23](=O)([O-])[O-].[K+].[K+].IC, predict the reaction product. The product is: [Br:1][C:2]1[CH:3]=[C:4]([C:10]([C:12]2[C:16]3[CH:17]=[CH:18][CH:19]=[CH:20][C:15]=3[O:14][C:13]=2[CH2:21][CH3:22])=[O:11])[CH:5]=[C:6]([Br:9])[C:7]=1[O:8][CH3:23]. (2) Given the reactants [Cl:1][C:2]1[C:7]([S:8](=[O:11])(=[O:10])[NH2:9])=[CH:6][C:5]([C:12]2[N:13]([C:33](Cl)=[O:34])[C:14]([C:26]3[CH:31]=[CH:30][C:29]([Cl:32])=[CH:28][CH:27]=3)([CH3:25])[C:15]([C:18]3[CH:23]=[CH:22][C:21]([Cl:24])=[CH:20][CH:19]=3)([CH3:17])[N:16]=2)=[C:4]([O:36][CH:37]([CH3:39])[CH3:38])[CH:3]=1.[CH3:40][S:41]([CH2:44][CH2:45][CH2:46][N:47]1[CH2:52][CH2:51][NH:50][CH2:49][CH2:48]1)(=[O:43])=[O:42], predict the reaction product. The product is: [Cl:24][C:21]1[CH:22]=[CH:23][C:18]([C@@:15]2([CH3:17])[C@:14]([C:26]3[CH:27]=[CH:28][C:29]([Cl:32])=[CH:30][CH:31]=3)([CH3:25])[N:13]([C:33]([N:50]3[CH2:49][CH2:48][N:47]([CH2:46][CH2:45][CH2:44][S:41]([CH3:40])(=[O:42])=[O:43])[CH2:52][CH2:51]3)=[O:34])[C:12]([C:5]3[C:4]([O:36][CH:37]([CH3:39])[CH3:38])=[CH:3][C:2]([Cl:1])=[C:7]([S:8]([NH2:9])(=[O:10])=[O:11])[CH:6]=3)=[N:16]2)=[CH:19][CH:20]=1. (3) The product is: [F:51][C:45]1[C:46]([F:50])=[CH:47][CH:48]=[CH:49][C:44]=1[NH:43][C:41](=[O:42])[CH2:40][C:38]1[NH:37][N:36]=[C:35]([NH:34][C:28]2[C:27]3[C:32](=[CH:33][C:24]([O:23][CH2:22][CH2:21][CH2:20][N:16]4[CH2:17][CH2:18][CH2:19][C@@H:15]4[CH2:14][OH:13])=[C:25]([O:52][CH3:53])[CH:26]=3)[N:31]=[CH:30][N:29]=2)[CH:39]=1. Given the reactants P([O:13][CH2:14][C@H:15]1[CH2:19][CH2:18][CH2:17][N:16]1[CH2:20][CH2:21][CH2:22][O:23][C:24]1[CH:33]=[C:32]2[C:27]([C:28]([NH:34][C:35]3[CH:39]=[C:38]([CH2:40][C:41]([NH:43][C:44]4[CH:49]=[CH:48][CH:47]=[C:46]([F:50])[C:45]=4[F:51])=[O:42])[NH:37][N:36]=3)=[N:29][CH:30]=[N:31]2)=[CH:26][C:25]=1[O:52][CH3:53])(OC(C)(C)C)(OC(C)(C)C)=O.N1CCC[C@@H]1CO, predict the reaction product. (4) Given the reactants [CH2:1]([C:8]1[CH:9]=[N:10][C:11]2[C:16]([C:17]=1[C:18]1[CH:19]=[C:20]([NH2:24])[CH:21]=[CH:22][CH:23]=1)=[CH:15][CH:14]=[CH:13][C:12]=2[C:25]([F:28])([F:27])[F:26])[C:2]1[CH:7]=[CH:6][CH:5]=[CH:4][CH:3]=1.[F:29][C:30]1[C:37]([O:38][CH3:39])=[CH:36][CH:35]=[CH:34][C:31]=1[CH:32]=O, predict the reaction product. The product is: [CH2:1]([C:8]1[CH:9]=[N:10][C:11]2[C:16]([C:17]=1[C:18]1[CH:19]=[C:20]([NH:24][CH2:32][C:31]3[CH:34]=[CH:35][CH:36]=[C:37]([O:38][CH3:39])[C:30]=3[F:29])[CH:21]=[CH:22][CH:23]=1)=[CH:15][CH:14]=[CH:13][C:12]=2[C:25]([F:28])([F:26])[F:27])[C:2]1[CH:3]=[CH:4][CH:5]=[CH:6][CH:7]=1. (5) Given the reactants [F:1][C:2]1[C:7]([F:8])=[CH:6][CH:5]=[CH:4][C:3]=1[CH:9]1[C:13]([CH3:14])=[C:12]([OH:15])[C:11](=[O:16])[N:10]1[C:17]1[CH:32]=[CH:31][C:20]2[N:21](C(OC(C)(C)C)=O)[CH:22]=[N:23][C:19]=2[CH:18]=1.Br[CH2:34][CH3:35], predict the reaction product. The product is: [NH:21]1[C:20]2[CH:31]=[CH:32][C:17]([N:10]3[CH:9]([C:3]4[CH:4]=[CH:5][CH:6]=[C:7]([F:8])[C:2]=4[F:1])[C:13]([CH3:14])=[C:12]([O:15][CH2:34][CH3:35])[C:11]3=[O:16])=[CH:18][C:19]=2[N:23]=[CH:22]1. (6) Given the reactants [F:1][C:2]1[CH:40]=[C:39]([F:41])[CH:38]=[CH:37][C:3]=1[O:4][C:5]1[C:13]2[NH:12][C:11](=[O:14])[N:10]([CH3:15])[C:9]=2[CH:8]=[CH:7][C:6]=1[C:16]1[C:17]2[CH:26]=[CH:25][N:24](S(C3C=CC(C)=CC=3)(=O)=O)[C:18]=2[C:19](=[O:23])[N:20]([CH3:22])[CH:21]=1.[H-].[Na+].CI.[OH-].[Na+].O.[C:49](O)(=O)C, predict the reaction product. The product is: [F:1][C:2]1[CH:40]=[C:39]([F:41])[CH:38]=[CH:37][C:3]=1[O:4][C:5]1[C:13]2[N:12]([CH3:49])[C:11](=[O:14])[N:10]([CH3:15])[C:9]=2[CH:8]=[CH:7][C:6]=1[C:16]1[C:17]2[CH:26]=[CH:25][NH:24][C:18]=2[C:19](=[O:23])[N:20]([CH3:22])[CH:21]=1. (7) Given the reactants [Cl:1][C:2]1[CH:3]=[C:4]([CH:37]=[CH:38][C:39]=1[Cl:40])[C:5]([NH:7][C:8]1[CH:36]=[CH:35][C:11]([O:12][C:13]2[CH:18]=[CH:17][C:16]([CH2:19][CH2:20][C:21]([N:23]3[CH2:28][CH2:27][N:26]([CH2:29][C:30]([O:32]CC)=[O:31])[CH2:25][CH2:24]3)=[O:22])=[CH:15][CH:14]=2)=[CH:10][CH:9]=1)=[O:6].[OH-].[Na+].O.Cl, predict the reaction product. The product is: [ClH:1].[Cl:1][C:2]1[CH:3]=[C:4]([CH:37]=[CH:38][C:39]=1[Cl:40])[C:5]([NH:7][C:8]1[CH:9]=[CH:10][C:11]([O:12][C:13]2[CH:14]=[CH:15][C:16]([CH2:19][CH2:20][C:21]([N:23]3[CH2:24][CH2:25][N:26]([CH2:29][C:30]([OH:32])=[O:31])[CH2:27][CH2:28]3)=[O:22])=[CH:17][CH:18]=2)=[CH:35][CH:36]=1)=[O:6]. (8) Given the reactants [Cl:1][C:2]1[CH:3]=[C:4]([N:11]2[C:15]3[C:16]4[S:20][C:19]([NH:21][C:22](=[O:24])[CH3:23])=[N:18][C:17]=4[CH2:25][CH2:26][C:14]=3[C:13]([CH:27]3[CH2:29][CH2:28]3)=[N:12]2)[CH:5]=[CH:6][C:7]=1[N+:8]([O-])=O, predict the reaction product. The product is: [NH2:8][C:7]1[CH:6]=[CH:5][C:4]([N:11]2[C:15]3[C:16]4[S:20][C:19]([NH:21][C:22](=[O:24])[CH3:23])=[N:18][C:17]=4[CH2:25][CH2:26][C:14]=3[C:13]([CH:27]3[CH2:28][CH2:29]3)=[N:12]2)=[CH:3][C:2]=1[Cl:1]. (9) Given the reactants C(OC([NH:11][C@@H:12]([CH2:17][C:18]([F:22])([F:21])[CH2:19][CH3:20])[C:13]([O:15][CH3:16])=[O:14])=O)C1C=CC=CC=1.[BrH:23], predict the reaction product. The product is: [BrH:23].[NH2:11][C@@H:12]([CH2:17][C:18]([F:21])([F:22])[CH2:19][CH3:20])[C:13]([O:15][CH3:16])=[O:14].